From a dataset of Forward reaction prediction with 1.9M reactions from USPTO patents (1976-2016). Predict the product of the given reaction. (1) Given the reactants [Br-].C1([P+](C2C=CC=CC=2)(C2C=CC=CC=2)[CH2:9][C:10]2[C:15]([CH3:17])([CH3:16])[CH2:14][CH2:13][CH2:12][C:11]=2[CH3:18])C=CC=CC=1.C1OCCOCCOCCOCCOCCOC1.CC(C)([O-])C.[K+].[I:55][C:56]1[CH:57]=[C:58]([CH:61]=[CH:62][C:63]=1[CH3:64])[CH:59]=O.[PH4+], predict the reaction product. The product is: [I:55][C:56]1[CH:57]=[C:58](/[CH:59]=[CH:9]/[C:10]2[C:15]([CH3:16])([CH3:17])[CH2:14][CH2:13][CH2:12][C:11]=2[CH3:18])[CH:61]=[CH:62][C:63]=1[CH3:64]. (2) Given the reactants C(N(CC)CC)C.[C:8](OC(=O)C)(=[O:10])[CH3:9].[C:15]([O:19][C:20]([N:22]1[C@@H:27]([C@@H:28]([OH:40])[C@@H:29]([NH2:39])[CH2:30][C:31]2[CH:36]=[C:35]([F:37])[CH:34]=[C:33]([F:38])[CH:32]=2)[CH2:26][O:25][C@@H:24]([CH2:41][CH2:42][CH:43]2[CH2:48][CH2:47][CH2:46][CH2:45][CH2:44]2)[CH2:23]1)=[O:21])([CH3:18])([CH3:17])[CH3:16], predict the reaction product. The product is: [C:15]([O:19][C:20]([N:22]1[C@@H:27]([C@@H:28]([OH:40])[C@@H:29]([NH:39][C:8](=[O:10])[CH3:9])[CH2:30][C:31]2[CH:32]=[C:33]([F:38])[CH:34]=[C:35]([F:37])[CH:36]=2)[CH2:26][O:25][C@@H:24]([CH2:41][CH2:42][CH:43]2[CH2:48][CH2:47][CH2:46][CH2:45][CH2:44]2)[CH2:23]1)=[O:21])([CH3:18])([CH3:16])[CH3:17]. (3) Given the reactants Br[C:2]1[C:3]([CH3:19])=[N:4][N:5]([CH3:18])[C:6]=1[C:7]1[CH:17]=[CH:16][C:10]2[O:11][CH2:12][C:13](=[O:15])[NH:14][C:9]=2[CH:8]=1.[Cl:20][C:21]1[CH:26]=[CH:25][C:24](B(O)O)=[CH:23][CH:22]=1, predict the reaction product. The product is: [Cl:20][C:21]1[CH:26]=[CH:25][C:24]([C:2]2[C:3]([CH3:19])=[N:4][N:5]([CH3:18])[C:6]=2[C:7]2[CH:17]=[CH:16][C:10]3[O:11][CH2:12][C:13](=[O:15])[NH:14][C:9]=3[CH:8]=2)=[CH:23][CH:22]=1. (4) Given the reactants F[C:2]1[CH:3]=[CH:4][C:5]([N+:12]([O-:14])=[O:13])=[C:6]([CH:11]=1)[C:7]([NH:9][CH3:10])=[O:8].[F:15]C1C=CC(C(O)=O)=C([N+]([O-])=O)C=1, predict the reaction product. The product is: [F:15][C:3]1[CH:2]=[CH:11][C:6]([C:7]([NH:9][CH3:10])=[O:8])=[C:5]([N+:12]([O-:14])=[O:13])[CH:4]=1. (5) Given the reactants [CH3:1][NH:2][S:3]([C:6]1[CH:15]=[C:14]2[C:9]([C:10]([C:17]([OH:19])=O)=[CH:11][NH:12][C:13]2=[O:16])=[CH:8][CH:7]=1)(=[O:5])=[O:4].C1N=CN(C(N2C=NC=C2)=O)C=1.[NH2:32][CH2:33][C@@H:34]([OH:51])[CH2:35][N:36]1[CH2:41][CH2:40][CH:39]([O:42][C:43]2[CH:48]=[CH:47][C:46]([Cl:49])=[C:45]([Cl:50])[CH:44]=2)[CH2:38][CH2:37]1.O, predict the reaction product. The product is: [Cl:50][C:45]1[CH:44]=[C:43]([CH:48]=[CH:47][C:46]=1[Cl:49])[O:42][CH:39]1[CH2:38][CH2:37][N:36]([CH2:35][C@H:34]([OH:51])[CH2:33][NH:32][C:17]([C:10]2[C:9]3[C:14](=[CH:15][C:6]([S:3]([NH:2][CH3:1])(=[O:4])=[O:5])=[CH:7][CH:8]=3)[C:13](=[O:16])[NH:12][CH:11]=2)=[O:19])[CH2:41][CH2:40]1. (6) Given the reactants [CH2:1]([NH:3][C:4]([NH:6][C:7]1[CH:12]=[CH:11][C:10]([C:13]2[N:14]=[C:15]([N:23]3[CH2:28][CH2:27][O:26][CH2:25][C@@H:24]3[CH3:29])[C:16]3[CH2:22][CH2:21][NH:20][CH2:19][C:17]=3[N:18]=2)=[CH:9][CH:8]=1)=[O:5])[CH3:2].[CH3:30][C:31]1[N:36]=[C:35](Cl)[CH:34]=[CH:33][N:32]=1, predict the reaction product. The product is: [CH2:1]([NH:3][C:4]([NH:6][C:7]1[CH:8]=[CH:9][C:10]([C:13]2[N:14]=[C:15]([N:23]3[CH2:28][CH2:27][O:26][CH2:25][C@@H:24]3[CH3:29])[C:16]3[CH2:22][CH2:21][N:20]([C:33]4[CH:34]=[CH:35][N:36]=[C:31]([CH3:30])[N:32]=4)[CH2:19][C:17]=3[N:18]=2)=[CH:11][CH:12]=1)=[O:5])[CH3:2].